From a dataset of Reaction yield outcomes from USPTO patents with 853,638 reactions. Predict the reaction yield, written as a fraction of the theoretical maximum amount of product (1.0 means a 100% yield; for example, 0.34 means a 34% yield). (1) The reactants are [Br:1][C:2]1[CH:3]=[CH:4][C:5]([F:27])=[C:6]([C@:8]2([CH3:26])[CH2:12]OS(=O)(=O)[N:9]2[CH2:15][C:16]2[CH:21]=[CH:20][C:19]([O:22][CH3:23])=[CH:18][C:17]=2[O:24][CH3:25])[CH:7]=1.CN(C)C(N(C)C)=N.[SH:36][CH2:37][C:38]#[N:39]. The catalyst is CN(C=O)C. The product is [Br:1][C:2]1[CH:3]=[CH:4][C:5]([F:27])=[C:6]([C@:8]([NH:9][CH2:15][C:16]2[CH:21]=[CH:20][C:19]([O:22][CH3:23])=[CH:18][C:17]=2[O:24][CH3:25])([CH3:26])[CH2:12][S:36][CH2:37][C:38]#[N:39])[CH:7]=1. The yield is 0.983. (2) The reactants are [NH2:1][C:2]12[CH2:11][CH:6]3[CH2:7][CH:8]([CH2:10][CH:4]([CH2:5]3)[CH:3]1[OH:12])[CH2:9]2.[S:13]1[C:17]2[S:18][CH:19]=[CH:20][C:16]=2[CH:15]=[C:14]1[CH:21]=O. No catalyst specified. The product is [S:13]1[C:17]2[S:18][CH:19]=[CH:20][C:16]=2[CH:15]=[C:14]1[CH2:21][NH:1][C:2]12[CH2:9][CH:8]3[CH2:7][CH:6]([CH2:5][CH:4]([CH2:10]3)[CH:3]1[OH:12])[CH2:11]2. The yield is 0.300. (3) The reactants are S(Cl)(Cl)=O.[N+:5]([C:8]1[C:9]([C:13]([OH:15])=[O:14])=[N:10][NH:11][CH:12]=1)([O-:7])=[O:6].[CH3:16][CH2:17]O. No catalyst specified. The product is [CH2:16]([O:14][C:13]([C:9]1[C:8]([N+:5]([O-:7])=[O:6])=[CH:12][NH:11][N:10]=1)=[O:15])[CH3:17]. The yield is 0.960. (4) The product is [CH3:3][O:4][C:5]([C:7]1([C:10]2[CH:11]=[C:12]3[C:17](=[CH:18][CH:19]=2)[O:16][CH2:15][CH2:14][CH2:13]3)[CH2:8][CH2:9]1)=[O:6]. The catalyst is FC(F)(F)C(O)=O. The reactants are [BH4-].[Na+].[CH3:3][O:4][C:5]([C:7]1([C:10]2[CH:11]=[C:12]3[C:17](=[CH:18][CH:19]=2)[O:16][CH2:15][CH2:14][C:13]3=O)[CH2:9][CH2:8]1)=[O:6]. The yield is 0.920. (5) The reactants are [CH3:1][O:2][C:3]1[CH:8]=[CH:7][C:6]([O:9][CH3:10])=[CH:5][C:4]=1[NH:11][C:12]1[C:21]([NH2:22])=[N:20][C:19]2[C:14](=[CH:15][CH:16]=[CH:17][CH:18]=2)[N:13]=1.[CH3:23][N:24]1[CH:28]=[C:27]([S:29](Cl)(=[O:31])=[O:30])[N:26]=[CH:25]1. The catalyst is N1C=CC=CC=1. The product is [CH3:1][O:2][C:3]1[CH:8]=[CH:7][C:6]([O:9][CH3:10])=[CH:5][C:4]=1[NH:11][C:12]1[C:21]([NH:22][S:29]([C:27]2[N:26]=[CH:25][N:24]([CH3:23])[CH:28]=2)(=[O:31])=[O:30])=[N:20][C:19]2[C:14]([N:13]=1)=[CH:15][CH:16]=[CH:17][CH:18]=2. The yield is 0.640. (6) The reactants are [C:1]1([C:10]2[CH:15]=[CH:14][CH:13]=[CH:12][CH:11]=2)[CH:6]=[CH:5][C:4]([C:7](O)=[O:8])=[CH:3][CH:2]=1.C(Cl)(=O)C([Cl:19])=O. The catalyst is C(Cl)Cl.CN(C=O)C. The product is [C:1]1([C:10]2[CH:15]=[CH:14][CH:13]=[CH:12][CH:11]=2)[CH:6]=[CH:5][C:4]([C:7]([Cl:19])=[O:8])=[CH:3][CH:2]=1. The yield is 0.460. (7) The reactants are Br[C:2]1[CH:24]=[C:23]([Cl:25])[C:5]([C:6]([C:8]2[C:16]3[C:11](=[C:12]([NH:17][C:18]([CH:20]4[CH2:22][CH2:21]4)=[O:19])[N:13]=[CH:14][CH:15]=3)[NH:10][CH:9]=2)=[O:7])=[C:4]([Cl:26])[CH:3]=1.[CH3:27][C:28]1[C:32](B(O)O)=[C:31]([CH3:36])[O:30][N:29]=1.O1CCOCC1.C(=O)([O-])[O-].[K+].[K+]. The catalyst is C1C=CC(P(C2C=CC=CC=2)[C-]2C=CC=C2)=CC=1.C1C=CC(P(C2C=CC=CC=2)[C-]2C=CC=C2)=CC=1.Cl[Pd]Cl.[Fe+2].O. The product is [Cl:25][C:23]1[CH:24]=[C:2]([C:32]2[C:28]([CH3:27])=[N:29][O:30][C:31]=2[CH3:36])[CH:3]=[C:4]([Cl:26])[C:5]=1[C:6]([C:8]1[C:16]2[C:11](=[C:12]([NH:17][C:18]([CH:20]3[CH2:22][CH2:21]3)=[O:19])[N:13]=[CH:14][CH:15]=2)[NH:10][CH:9]=1)=[O:7]. The yield is 0.150. (8) The reactants are [NH2:1][C:2]1[C:3]([C:12]([OH:14])=[O:13])=[CH:4][C:5]2[CH2:6][CH2:7][CH2:8][CH2:9][C:10]=2[CH:11]=1.C(=O)([O-])[O-].[Na+].[Na+].[C:21](Cl)(=O)[C:22]1[CH:27]=[CH:26][CH:25]=[CH:24][CH:23]=1. No catalyst specified. The product is [C:22]1([C:21]2[O:13][C:12](=[O:14])[C:3]3[CH:4]=[C:5]4[C:10]([CH2:9][CH2:8][CH2:7][CH2:6]4)=[CH:11][C:2]=3[N:1]=2)[CH:27]=[CH:26][CH:25]=[CH:24][CH:23]=1. The yield is 0.445. (9) The reactants are [CH2:1]([O:3][CH2:4][C:5]([OH:7])=O)[CH3:2].C(Cl)(=O)C(Cl)=O.CN(C=O)C.[NH2:19][C:20]1[CH:29]=[CH:28][CH:27]=[C:26]2[C:21]=1[C:22](=[O:39])[N:23]([CH:31]1[CH2:36][CH2:35][C:34](=[O:37])[NH:33][C:32]1=[O:38])[C:24]([CH3:30])=[N:25]2. The catalyst is C(OCC)C.O1CCCC1. The product is [O:38]=[C:32]1[CH:31]([N:23]2[C:22](=[O:39])[C:21]3[C:26](=[CH:27][CH:28]=[CH:29][C:20]=3[NH:19][C:5](=[O:7])[CH2:4][O:3][CH2:1][CH3:2])[N:25]=[C:24]2[CH3:30])[CH2:36][CH2:35][C:34](=[O:37])[NH:33]1. The yield is 0.120. (10) The reactants are [C:1]([C:3]1[CH:4]=[C:5]([C:9]2[N:10]=[C:11]3[N:15]([CH:16]=2)[CH:14]=[CH:13][S:12]3)[CH:6]=[CH:7][CH:8]=1)#[N:2].[C:17](OC(=O)C)(=[O:19])[CH3:18].S(=O)(=O)(O)O. The catalyst is ClCCl. The product is [C:1]([C:3]1[CH:4]=[C:5]([C:9]2[N:10]=[C:11]3[N:15]([C:16]=2[C:17](=[O:19])[CH3:18])[CH:14]=[CH:13][S:12]3)[CH:6]=[CH:7][CH:8]=1)#[N:2]. The yield is 0.740.